This data is from Forward reaction prediction with 1.9M reactions from USPTO patents (1976-2016). The task is: Predict the product of the given reaction. (1) Given the reactants C[N:2]1[CH:7]=[C:6]([N+]([O-])=O)[CH:5]=[C:4]([N+:11]([O-:13])=[O:12])[C:3]1=O.[CH3:15][C:16]1(C)[CH2:20]C[CH2:18][C:17]1=O.N, predict the reaction product. The product is: [CH3:15][C:16]1([CH3:20])[C:7]2=[N:2][CH:3]=[C:4]([N+:11]([O-:13])=[O:12])[CH:5]=[C:6]2[CH2:18][CH2:17]1. (2) Given the reactants C([O:5][C:6](=[O:38])[C@H:7]([CH2:29][CH2:30][C:31]([O:33]C(C)(C)C)=[O:32])[NH:8][NH:9][C:10](=[O:28])[C:11]1[CH:16]=[CH:15][C:14]([NH:17]C(OC(C)(C)C)=O)=[CH:13][C:12]=1[N+:25]([O-:27])=[O:26])(C)(C)C.FC(F)(F)C(O)=O, predict the reaction product. The product is: [NH2:17][C:14]1[CH:15]=[CH:16][C:11]([C:10]([NH:9][NH:8][C@H:7]([C:6]([OH:38])=[O:5])[CH2:29][CH2:30][C:31]([OH:33])=[O:32])=[O:28])=[C:12]([N+:25]([O-:27])=[O:26])[CH:13]=1. (3) The product is: [CH2:1]([N:5]1[CH2:11][CH2:10][C:9](=[O:12])[N:8]([CH3:18])[C:7]2[CH:13]=[N:14][C:15]([Cl:17])=[N:16][C:6]1=2)[CH2:2][CH2:3][CH3:4]. Given the reactants [CH2:1]([N:5]1[CH2:11][CH2:10][C:9](=[O:12])[NH:8][C:7]2[CH:13]=[N:14][C:15]([Cl:17])=[N:16][C:6]1=2)[CH2:2][CH2:3][CH3:4].[CH3:18]N(C)C(=O)C.IC.[H-].[Na+], predict the reaction product. (4) Given the reactants C([Li])CCC.[C:6](#[N:8])[CH3:7].[O:9]1[CH:13]=[CH:12][CH:11]=[C:10]1[C:14]#[N:15].O, predict the reaction product. The product is: [NH2:15][C:14]([C:10]1[O:9][CH:13]=[CH:12][CH:11]=1)=[CH:7][C:6]#[N:8]. (5) Given the reactants [CH3:1][Si:2]([CH3:29])([CH3:28])[CH2:3][CH2:4][O:5][CH2:6][N:7]1[C:11]2[N:12]=[CH:13][N:14]=[C:15]([C:16]3[CH:17]=[N:18][N:19]([CH:21]([CH2:25][CH2:26][OH:27])[CH2:22][CH2:23][OH:24])[CH:20]=3)[C:10]=2[CH:9]=[CH:8]1.C(Cl)Cl.[CH3:33][S:34](Cl)(=[O:36])=[O:35], predict the reaction product. The product is: [CH3:33][S:34]([O:27][CH2:26][CH2:25][CH:21]([N:19]1[CH:20]=[C:16]([C:15]2[C:10]3[CH:9]=[CH:8][N:7]([CH2:6][O:5][CH2:4][CH2:3][Si:2]([CH3:1])([CH3:28])[CH3:29])[C:11]=3[N:12]=[CH:13][N:14]=2)[CH:17]=[N:18]1)[CH2:22][CH2:23][O:24][S:34]([CH3:33])(=[O:36])=[O:35])(=[O:36])=[O:35]. (6) Given the reactants CC1(C)C(C)(C)OB([C:9]2[CH:10]=[N:11][N:12]([CH:14]3[CH2:19][CH2:18][N:17]([C:20]([O:22][C:23]([CH3:26])([CH3:25])[CH3:24])=[O:21])[CH2:16][CH2:15]3)[CH:13]=2)O1.Br[C:29]1[CH:30]=[C:31]([C:36]2[O:37][C:38]3[C:39]([N:45]=2)=[N:40][CH:41]=[C:42]([F:44])[CH:43]=3)[C:32]([NH2:35])=[N:33][CH:34]=1.[F-].[Cs+], predict the reaction product. The product is: [NH2:35][C:32]1[N:33]=[CH:34][C:29]([C:9]2[CH:10]=[N:11][N:12]([CH:14]3[CH2:15][CH2:16][N:17]([C:20]([O:22][C:23]([CH3:24])([CH3:25])[CH3:26])=[O:21])[CH2:18][CH2:19]3)[CH:13]=2)=[CH:30][C:31]=1[C:36]1[O:37][C:38]2[C:39]([N:45]=1)=[N:40][CH:41]=[C:42]([F:44])[CH:43]=2. (7) The product is: [Br:1][C:2]1[CH:7]=[CH:6][C:5]([S:8][CH2:16][C:17]([O:19][CH2:20][CH3:21])=[O:18])=[CH:4][CH:3]=1. Given the reactants [Br:1][C:2]1[CH:7]=[CH:6][C:5]([SH:8])=[CH:4][CH:3]=1.C([O-])([O-])=O.[K+].[K+].Br[CH2:16][C:17]([O:19][CH2:20][CH3:21])=[O:18], predict the reaction product.